This data is from Reaction yield outcomes from USPTO patents with 853,638 reactions. The task is: Predict the reaction yield, written as a fraction of the theoretical maximum amount of product (1.0 means a 100% yield; for example, 0.34 means a 34% yield). The reactants are [CH2:1]=O.Cl.[CH3:4][NH:5][CH3:6].[NH:7]1[CH:11]=[CH:10][CH:9]=[CH:8]1.[OH-].[Na+]. No catalyst specified. The product is [CH3:4][N:5]([CH2:1][C:8]1[NH:7][CH:11]=[CH:10][CH:9]=1)[CH3:6]. The yield is 1.00.